From a dataset of Reaction yield outcomes from USPTO patents with 853,638 reactions. Predict the reaction yield, written as a fraction of the theoretical maximum amount of product (1.0 means a 100% yield; for example, 0.34 means a 34% yield). The reactants are [N+:1]([C:4]1[CH:10]=[CH:9][C:7]([NH2:8])=[CH:6][CH:5]=1)([O-:3])=[O:2].[Br:11]Br. The catalyst is CC(O)=O. The product is [Br:11][C:9]1[CH:10]=[C:4]([N+:1]([O-:3])=[O:2])[CH:5]=[CH:6][C:7]=1[NH2:8]. The yield is 0.800.